The task is: Predict the reactants needed to synthesize the given product.. This data is from Full USPTO retrosynthesis dataset with 1.9M reactions from patents (1976-2016). (1) Given the product [NH:25]1[CH:29]=[CH:28][C:27]([NH:30][C:2]2[C:3]3[NH:15][N:14]=[CH:13][C:4]=3[N:5]=[C:6]([C:8]3[CH:12]=[CH:11][NH:10][N:9]=3)[N:7]=2)=[N:26]1, predict the reactants needed to synthesize it. The reactants are: Cl[C:2]1[C:3]2[C:4](=[CH:13][N:14](CC3C=CC(OC)=CC=3)[N:15]=2)[N:5]=[C:6]([C:8]2[CH:12]=[CH:11][NH:10][N:9]=2)[N:7]=1.[NH:25]1[CH:29]=[CH:28][C:27]([NH2:30])=[N:26]1.Cl. (2) Given the product [C:1]([O:5][C:6](=[O:20])[NH:7][CH2:8][CH2:9][N:10]1[C:18]2[C:17]([NH:39][C:24]3[CH:25]=[N:26][C:27]([O:28][C:29]4[CH:34]=[CH:33][CH:32]=[C:31]([C:35]([F:38])([F:37])[F:36])[CH:30]=4)=[C:22]([Cl:21])[CH:23]=3)=[N:16][CH:15]=[N:14][C:13]=2[CH:12]=[CH:11]1)([CH3:4])([CH3:3])[CH3:2], predict the reactants needed to synthesize it. The reactants are: [C:1]([O:5][C:6](=[O:20])[NH:7][CH2:8][CH2:9][N:10]1[C:18]2[C:17](Cl)=[N:16][CH:15]=[N:14][C:13]=2[CH:12]=[CH:11]1)([CH3:4])([CH3:3])[CH3:2].[Cl:21][C:22]1[CH:23]=[C:24]([NH2:39])[CH:25]=[N:26][C:27]=1[O:28][C:29]1[CH:34]=[CH:33][CH:32]=[C:31]([C:35]([F:38])([F:37])[F:36])[CH:30]=1.C(=O)(O)[O-].[Na+]. (3) Given the product [C:34]([O:33][C:31](=[O:32])[CH2:30][CH:10]1[CH2:11][C:12]2[C:17](=[CH:16][CH:15]=[CH:14][CH:13]=2)[N:8]([CH2:7][C:6]2[CH:5]=[CH:4][C:3]([O:2][CH3:1])=[CH:20][CH:19]=2)[C:9]1=[O:18])([CH3:37])([CH3:36])[CH3:35], predict the reactants needed to synthesize it. The reactants are: [CH3:1][O:2][C:3]1[CH:20]=[CH:19][C:6]([CH2:7][N:8]2[C:17]3[C:12](=[CH:13][CH:14]=[CH:15][CH:16]=3)[CH2:11][CH2:10][C:9]2=[O:18])=[CH:5][CH:4]=1.[Li+].CC([N-]C(C)C)C.Br[CH2:30][C:31]([O:33][C:34]([CH3:37])([CH3:36])[CH3:35])=[O:32]. (4) Given the product [N:2]1[CH:3]=[CH:4][C:5]([N:8]2[CH2:37][CH2:36][C:11]3([CH2:12][CH2:13][N:14]([C:17]([C:19]4[CH:28]=[C:27]5[C:22]([CH2:23][CH2:24][NH:25][CH2:26]5)=[CH:21][CH:20]=4)=[O:18])[CH2:15][CH2:16]3)[CH2:10][CH2:9]2)=[CH:6][CH:7]=1, predict the reactants needed to synthesize it. The reactants are: Cl.[N:2]1[CH:7]=[CH:6][C:5]([N:8]2[CH2:37][CH2:36][C:11]3([CH2:16][CH2:15][N:14]([C:17]([C:19]4[CH:28]=[C:27]5[C:22]([CH2:23][CH2:24][N:25](C(OC(C)(C)C)=O)[CH2:26]5)=[CH:21][CH:20]=4)=[O:18])[CH2:13][CH2:12]3)[CH2:10][CH2:9]2)=[CH:4][CH:3]=1. (5) Given the product [Br:1][C:2]1[C:3]([O:13][CH3:14])=[C:4]([F:12])[C:5]([OH:11])=[C:6]([CH:10]=1)[C:7]([O:9][CH3:20])=[O:8], predict the reactants needed to synthesize it. The reactants are: [Br:1][C:2]1[C:3]([O:13][CH3:14])=[C:4]([F:12])[C:5]([OH:11])=[C:6]([CH:10]=1)[C:7]([OH:9])=[O:8].S(Cl)(Cl)=O.O.[CH3:20]O. (6) Given the product [CH2:42]([O:44][C:45](=[O:55])[C@@H:46]([NH:47][C:19]([C:17]1[S:18][C:14]([CH2:13][CH2:12][CH2:11][C:9]2[NH:8][C:6]3[N:7]=[C:2]([NH2:1])[NH:3][C:4](=[O:22])[C:5]=3[CH:10]=2)=[CH:15][CH:16]=1)=[O:21])[CH2:48][CH2:49][C:50]([O:52][CH2:53][CH3:54])=[O:51])[CH3:43], predict the reactants needed to synthesize it. The reactants are: [NH2:1][C:2]1[NH:3][C:4](=[O:22])[C:5]2[CH:10]=[C:9]([CH2:11][CH2:12][CH2:13][C:14]3[S:18][C:17]([C:19]([OH:21])=O)=[CH:16][CH:15]=3)[NH:8][C:6]=2[N:7]=1.CN1CCOCC1.ClC1N=C(OC)N=C(OC)N=1.Cl.[CH2:42]([O:44][C:45](=[O:55])[C@H:46]([CH2:48][CH2:49][C:50]([O:52][CH2:53][CH3:54])=[O:51])[NH2:47])[CH3:43]. (7) Given the product [Cl:33][CH2:32][CH2:31][O:1][C:2]1[CH:11]=[C:10]2[C:5]([C:6]([O:12][C:13]3[CH:18]=[CH:17][C:16]([CH3:19])=[CH:15][C:14]=3[C:20]([C:22]3[CH:23]=[CH:24][CH:25]=[CH:26][CH:27]=3)=[O:21])=[CH:7][CH:8]=[N:9]2)=[CH:4][C:3]=1[O:28][CH3:29], predict the reactants needed to synthesize it. The reactants are: [OH:1][C:2]1[CH:11]=[C:10]2[C:5]([C:6]([O:12][C:13]3[CH:18]=[CH:17][C:16]([CH3:19])=[CH:15][C:14]=3[C:20]([C:22]3[CH:27]=[CH:26][CH:25]=[CH:24][CH:23]=3)=[O:21])=[CH:7][CH:8]=[N:9]2)=[CH:4][C:3]=1[O:28][CH3:29].Br[CH2:31][CH2:32][Cl:33].C(=O)([O-])[O-].[K+].[K+].O.